Task: Predict the reactants needed to synthesize the given product.. Dataset: Full USPTO retrosynthesis dataset with 1.9M reactions from patents (1976-2016) Given the product [OH:4][C:5]1[C:6]([CH2:24][CH:19]=[CH2:20])=[C:7]([C:11]2[CH:12]=[CH:13][CH:14]=[CH:15][CH:16]=2)[CH:8]=[CH:9][CH:10]=1, predict the reactants needed to synthesize it. The reactants are: C([O:4][C:5]1[CH:6]=[C:7]([C:11]2[CH:16]=[CH:15][CH:14]=[CH:13][CH:12]=2)[CH:8]=[CH:9][CH:10]=1)C=C.CN(C)[C:19]1[CH:24]=CC=C[CH:20]=1.